This data is from Forward reaction prediction with 1.9M reactions from USPTO patents (1976-2016). The task is: Predict the product of the given reaction. (1) Given the reactants [Cl:1][C:2]1[CH:7]=[CH:6][C:5]([C:8]2[O:9][C:10]([S:13][CH2:14][C:15]#[CH:16])=[N:11][N:12]=2)=[CH:4][CH:3]=1.[C:17]1([N:23]=[N+:24]=[N-:25])[CH:22]=[CH:21][CH:20]=[CH:19][CH:18]=1, predict the reaction product. The product is: [Cl:1][C:2]1[CH:3]=[CH:4][C:5]([C:8]2[O:9][C:10]([S:13][CH2:14][C:15]3[N:25]=[N:24][N:23]([C:17]4[CH:22]=[CH:21][CH:20]=[CH:19][CH:18]=4)[CH:16]=3)=[N:11][N:12]=2)=[CH:6][CH:7]=1. (2) Given the reactants [F:1][C:2]1[CH:3]=[C:4]([CH:13]([NH:17][C:18](=[O:24])[O:19][C:20]([CH3:23])([CH3:22])[CH3:21])[CH2:14][O:15][CH3:16])[CH:5]=[CH:6][C:7]=1[O:8][C:9]([F:12])([F:11])[F:10], predict the reaction product. The product is: [F:1][C:2]1[CH:3]=[C:4]([C@H:13]([NH:17][C:18](=[O:24])[O:19][C:20]([CH3:22])([CH3:21])[CH3:23])[CH2:14][O:15][CH3:16])[CH:5]=[CH:6][C:7]=1[O:8][C:9]([F:12])([F:11])[F:10].